From a dataset of CYP3A4 inhibition data for predicting drug metabolism from PubChem BioAssay. Regression/Classification. Given a drug SMILES string, predict its absorption, distribution, metabolism, or excretion properties. Task type varies by dataset: regression for continuous measurements (e.g., permeability, clearance, half-life) or binary classification for categorical outcomes (e.g., BBB penetration, CYP inhibition). Dataset: cyp3a4_veith. (1) The molecule is O=C(O)[C@@H](c1ccccc1)[C@@H](C(=O)O)c1ccccc1. The result is 0 (non-inhibitor). (2) The molecule is Cc1cccc(NC(=S)NNC(=O)c2csc3c2CCCC3)c1. The result is 0 (non-inhibitor). (3) The compound is CCN1C(=O)/C(=C/C=C2/SCCN2C)SC1=S. The result is 0 (non-inhibitor). (4) The compound is COCC(=O)N1CCC2(CC1)CN(c1cccc(-c3ccccc3)c1)C2. The result is 0 (non-inhibitor). (5) The compound is COc1ccc(-c2csc(NC(=O)CCn3cnc4ccccc4c3=O)n2)cc1OC. The result is 1 (inhibitor). (6) The compound is CN(C)c1ncc2nc(-c3cccc(C#N)c3)c(=O)n(C)c2n1. The result is 0 (non-inhibitor). (7) The result is 0 (non-inhibitor). The compound is CC(N)Cc1ccccc1Sc1ccc(O)cc1.O=C(O)C(=O)O.